From a dataset of Forward reaction prediction with 1.9M reactions from USPTO patents (1976-2016). Predict the product of the given reaction. (1) Given the reactants [OH:1][C:2]1[CH:7]=[CH:6][C:5]([C:8]2[CH:9]([C:23]3[CH:28]=[CH:27][C:26]([I:29])=[CH:25][CH:24]=3)[O:10][C:11]3[C:16]([C:17]=2[C:18]([F:21])([F:20])[F:19])=[CH:15][C:14]([OH:22])=[CH:13][CH:12]=3)=[CH:4][CH:3]=1.[CH2:30]1[CH2:35][O:34][CH:33]=[CH:32][CH2:31]1.C[C:47]1[CH:52]=[CH:51]C(S([O-])(=[O:44])=[O:44])=[CH:49][CH:48]=1.[CH:47]1[CH:52]=[CH:51][NH+]=[CH:49][CH:48]=1, predict the reaction product. The product is: [I:29][C:26]1[CH:25]=[CH:24][C:23]([CH:9]2[C:8]([C:5]3[CH:4]=[CH:3][C:2]([O:1][CH:33]4[CH2:32][CH2:31][CH2:30][CH2:35][O:34]4)=[CH:7][CH:6]=3)=[C:17]([C:18]([F:21])([F:19])[F:20])[C:16]3[C:11](=[CH:12][CH:13]=[C:14]([O:22][CH:51]4[CH2:52][CH2:47][CH2:48][CH2:49][O:44]4)[CH:15]=3)[O:10]2)=[CH:28][CH:27]=1. (2) Given the reactants [N:1]1[CH:6]=[CH:5][C:4]([C:7]2[CH2:8][C:9]([C:12]([OH:14])=O)=[N:10][N:11]=2)=[CH:3][CH:2]=1.[NH2:15][C@@H:16]([CH3:32])[CH2:17][N:18]1[CH:22]=[CH:21][C:20]([C:23]2[CH:30]=[CH:29][C:26]([C:27]#[N:28])=[C:25]([CH3:31])[CH:24]=2)=[N:19]1, predict the reaction product. The product is: [C:27]([C:26]1[CH:29]=[CH:30][C:23]([C:20]2[CH:21]=[CH:22][N:18]([CH2:17][C@@H:16]([NH:15][C:12]([C:9]3[NH:10][N:11]=[C:7]([C:4]4[CH:3]=[CH:2][N:1]=[CH:6][CH:5]=4)[CH:8]=3)=[O:14])[CH3:32])[N:19]=2)=[CH:24][C:25]=1[CH3:31])#[N:28]. (3) Given the reactants Cl[C:2]1[CH:7]=[CH:6][N:5]=[C:4]([C:8]#[N:9])[CH:3]=1.[F:10][C:11]([F:29])([F:28])[C:12]1[N:16]2[N:17]=[C:18]([N:21]3[CH2:26][CH2:25][CH:24]([OH:27])[CH2:23][CH2:22]3)[CH:19]=[CH:20][C:15]2=[N:14][N:13]=1, predict the reaction product. The product is: [F:29][C:11]([F:10])([F:28])[C:12]1[N:16]2[N:17]=[C:18]([N:21]3[CH2:26][CH2:25][CH:24]([O:27][C:2]4[CH:7]=[CH:6][N:5]=[C:4]([C:8]#[N:9])[CH:3]=4)[CH2:23][CH2:22]3)[CH:19]=[CH:20][C:15]2=[N:14][N:13]=1. (4) Given the reactants [C:1]1(=[O:7])[O:6][C:4](=[O:5])[CH:3]=[CH:2]1.[F:8][CH:9]([CH2:23][C:24]([F:27])([F:26])[F:25])[C:10]([O:13][C:14]([CH:16]1[CH2:21][CH:20]2[CH2:22][CH:17]1[CH:18]=[CH:19]2)=[O:15])([F:12])[F:11].[F:28][CH:29]1[CH:40]=[CH:39][CH:38]=[C:37]([F:41])[C:30]1([CH3:42])[CH2:31][C:32](=[CH2:36])[C:33]([O-:35])=[O:34].CC(N=NC(C#N)(C)C)(C#N)C, predict the reaction product. The product is: [C:4]1(=[O:5])[O:6][C:1](=[O:7])[CH:2]=[CH:3]1.[F:8][CH:9]([CH2:23][C:24]([F:25])([F:26])[F:27])[C:10]([O:13][C:14]([CH:16]1[CH2:21][CH:20]2[CH2:22][CH:17]1[CH:18]=[CH:19]2)=[O:15])([F:12])[F:11].[F:41][CH:37]1[CH:38]=[CH:39][CH:40]=[C:29]([F:28])[C:30]1([CH3:42])[CH2:31][C:32](=[CH2:36])[C:33]([O-:35])=[O:34]. (5) Given the reactants [H-].[Na+].[CH:3]1([SH:6])[CH2:5][CH2:4]1.[Br:7][C:8]1[CH:9]=[CH:10][C:11](F)=[N:12][CH:13]=1, predict the reaction product. The product is: [Br:7][C:8]1[CH:9]=[CH:10][C:11]([S:6][CH:3]2[CH2:5][CH2:4]2)=[N:12][CH:13]=1. (6) Given the reactants [CH3:1][C@@H:2]1[CH2:6][C:5]2[C:7]([CH:13]3[CH2:18][CH2:17][N:16]([CH3:19])[CH2:15][CH2:14]3)=[C:8]([CH3:12])[CH:9]=[C:10]([NH2:11])[C:4]=2[O:3]1.C(O)(C(F)(F)F)=O.Cl[C:28]1[N:33]=[CH:32][N:31]=[C:30]([NH:34][C:35]2[CH:40]=[CH:39][CH:38]=[CH:37][C:36]=2[S:41]([CH:44]([CH3:46])[CH3:45])(=[O:43])=[O:42])[N:29]=1, predict the reaction product. The product is: [CH3:1][C@@H:2]1[CH2:6][C:5]2[C:7]([CH:13]3[CH2:18][CH2:17][N:16]([CH3:19])[CH2:15][CH2:14]3)=[C:8]([CH3:12])[CH:9]=[C:10]([NH:11][C:32]3[N:31]=[C:30]([NH:34][C:35]4[CH:40]=[CH:39][CH:38]=[CH:37][C:36]=4[S:41]([CH:44]([CH3:46])[CH3:45])(=[O:42])=[O:43])[N:29]=[CH:28][N:33]=3)[C:4]=2[O:3]1. (7) Given the reactants C(OC([N:8]1[C@@:12](C)(C(O)=O)[CH2:11][O:10]C1(C)C)=O)(C)(C)C.CN(C(ON1N=NC2C=CC=NC1=2)=[N+](C)C)C.F[P-](F)(F)(F)(F)F.CCN(C(C)C)C(C)C.[C:52]([NH:60][NH2:61])(=[O:59])[C:53]1C=CC=CC=1, predict the reaction product. The product is: [O:10]1[CH2:11][CH2:12][NH:8][CH:53]1[C:52]([NH:60][NH2:61])=[O:59]. (8) The product is: [N:25]1[CH:26]=[CH:27][C:22]([CH:20]([OH:19])[CH2:21][N:11]2[C:10]3[N:9]=[CH:8][CH:7]=[CH:6][C:5]=3[C:4]3[CH2:3][N:2]([CH3:1])[CH2:14][C:13]([CH3:16])([CH3:15])[C:12]2=3)=[CH:23][CH:24]=1. Given the reactants [CH3:1][N:2]1[CH2:14][C:13]([CH3:16])([CH3:15])[C:12]2[NH:11][C:10]3[N:9]=[CH:8][CH:7]=[CH:6][C:5]=3[C:4]=2[CH2:3]1.[H-].[Na+].[O:19]1[CH2:21][CH:20]1[C:22]1[CH:27]=[CH:26][N:25]=[CH:24][CH:23]=1, predict the reaction product. (9) The product is: [CH3:1][N:2]1[C@H:7]2[CH2:8][CH2:9][CH:3]1[C:4]([C:10]([OH:12])=[O:11])=[CH:5][CH2:6]2. Given the reactants [CH3:1][N:2]1[C@H:7]2[CH2:8][CH2:9][CH:3]1[C:4]([C:10]([O:12]C)=[O:11])=[CH:5][CH2:6]2.[OH-].[K+], predict the reaction product. (10) Given the reactants [CH3:1][N:2]([C:4]1[CH:28]=[CH:27][C:7]([C:8]([NH:10][C:11]2[CH:26]=[CH:25][CH:24]=[CH:23][C:12]=2[C:13]([NH:15][C:16]2[CH:21]=[CH:20][C:19]([Cl:22])=[CH:18][N:17]=2)=[O:14])=[O:9])=[C:6]([O:29][CH:30]2[CH2:35][CH2:34][N:33](C(OC(C)(C)C)=O)[CH2:32][CH2:31]2)[CH:5]=1)[CH3:3], predict the reaction product. The product is: [CH3:3][N:2]([C:4]1[CH:28]=[CH:27][C:7]([C:8]([NH:10][C:11]2[CH:26]=[CH:25][CH:24]=[CH:23][C:12]=2[C:13]([NH:15][C:16]2[CH:21]=[CH:20][C:19]([Cl:22])=[CH:18][N:17]=2)=[O:14])=[O:9])=[C:6]([O:29][CH:30]2[CH2:31][CH2:32][NH:33][CH2:34][CH2:35]2)[CH:5]=1)[CH3:1].